This data is from Forward reaction prediction with 1.9M reactions from USPTO patents (1976-2016). The task is: Predict the product of the given reaction. (1) Given the reactants [NH2:1][C:2]1[CH:3]=[C:4]([CH:20]=[CH:21][C:22]=1[CH2:23][O:24][CH2:25][CH2:26][O:27][CH3:28])[C:5]([NH:7][C:8]1[CH:13]=[CH:12][C:11]([C:14]2[CH:19]=[CH:18][CH:17]=[CH:16][CH:15]=2)=[CH:10][CH:9]=1)=[O:6].[Cl:29][CH2:30][C:31](Cl)=[O:32], predict the reaction product. The product is: [C:11]1([C:14]2[CH:19]=[CH:18][CH:17]=[CH:16][CH:15]=2)[CH:10]=[CH:9][C:8]([NH:7][C:5](=[O:6])[C:4]2[CH:20]=[CH:21][C:22]([CH2:23][O:24][CH2:25][CH2:26][O:27][CH3:28])=[C:2]([NH:1][C:31](=[O:32])[CH2:30][Cl:29])[CH:3]=2)=[CH:13][CH:12]=1. (2) Given the reactants [CH2:1]([C:3]1[N:4]=[CH:5][NH:6][C:7]=1[C:8]([O:10]CC)=[O:9])[CH3:2].[ClH:13], predict the reaction product. The product is: [ClH:13].[CH2:1]([C:3]1[N:4]=[CH:5][NH:6][C:7]=1[C:8]([OH:10])=[O:9])[CH3:2]. (3) Given the reactants [CH:1]([Mg]Br)([CH3:3])[CH3:2].[CH:6]([N:19]1[CH2:22][C:21](=[O:23])[CH2:20]1)([C:13]1[CH:18]=[CH:17][CH:16]=[CH:15][CH:14]=1)[C:7]1[CH:12]=[CH:11][CH:10]=[CH:9][CH:8]=1.C([O-])(O)=O.[Na+], predict the reaction product. The product is: [CH:6]([N:19]1[CH2:22][C:21]([CH:1]([CH3:3])[CH3:2])([OH:23])[CH2:20]1)([C:13]1[CH:18]=[CH:17][CH:16]=[CH:15][CH:14]=1)[C:7]1[CH:8]=[CH:9][CH:10]=[CH:11][CH:12]=1.